Dataset: Catalyst prediction with 721,799 reactions and 888 catalyst types from USPTO. Task: Predict which catalyst facilitates the given reaction. (1) Product: [F:21][C:2]([F:1])([F:20])[C:3]1[CH:4]=[C:5]([C:9]2[CH:18]=[CH:17][C:16]3[CH2:15][CH2:14][CH2:13][CH:12]([NH:19][C:28]([C:23]4[CH:24]=[N:25][CH:26]=[CH:27][N:22]=4)=[O:29])[C:11]=3[N:10]=2)[CH:6]=[CH:7][CH:8]=1. Reactant: [F:1][C:2]([F:21])([F:20])[C:3]1[CH:4]=[C:5]([C:9]2[CH:18]=[CH:17][C:16]3[CH2:15][CH2:14][CH2:13][CH:12]([NH2:19])[C:11]=3[N:10]=2)[CH:6]=[CH:7][CH:8]=1.[N:22]1[CH:27]=[CH:26][N:25]=[CH:24][C:23]=1[C:28](O)=[O:29].CN(C(ON1N=NC2C=CC=NC1=2)=[N+](C)C)C.F[P-](F)(F)(F)(F)F.CCN(C(C)C)C(C)C. The catalyst class is: 31. (2) Reactant: [CH3:1][C:2]1[C:6]([CH2:7][O:8][C:9]2[CH:14]=[CH:13][C:12]([S:15](Cl)(=[O:17])=[O:16])=[CH:11][CH:10]=2)=[C:5]([CH3:19])[O:4][N:3]=1.[CH:20]([C:23]1[CH:24]=[CH:25][C:26]([NH2:29])=[N:27][CH:28]=1)([CH3:22])[CH3:21]. The catalyst class is: 17. Product: [CH3:1][C:2]1[C:6]([CH2:7][O:8][C:9]2[CH:14]=[CH:13][C:12]([S:15]([NH:29][C:26]3[CH:25]=[CH:24][C:23]([CH:20]([CH3:22])[CH3:21])=[CH:28][N:27]=3)(=[O:17])=[O:16])=[CH:11][CH:10]=2)=[C:5]([CH3:19])[O:4][N:3]=1. (3) Reactant: [OH:1][C:2]1[CH:9]=[CH:8][C:5]([C:6]#[N:7])=[CH:4][C:3]=1[O:10][CH3:11].[H-].[Na+].[F:14][C:15]1[CH:20]=[CH:19][CH:18]=[C:17](F)[N:16]=1. Product: [F:14][C:15]1[N:16]=[C:17]([O:1][C:2]2[CH:9]=[CH:8][C:5]([C:6]#[N:7])=[CH:4][C:3]=2[O:10][CH3:11])[CH:18]=[CH:19][CH:20]=1. The catalyst class is: 16. (4) Reactant: C(N(CC)CC)C.[Cl:8][C:9]1[CH:14]=[CH:13][C:12]([S:15](Cl)(=[O:17])=[O:16])=[CH:11][CH:10]=1.[NH2:19][CH2:20][CH2:21][C:22]1[CH:28]=[CH:27][C:25]([NH2:26])=[CH:24][CH:23]=1. Product: [NH2:26][C:25]1[CH:27]=[CH:28][C:22]([CH2:21][CH2:20][NH:19][S:15]([C:12]2[CH:13]=[CH:14][C:9]([Cl:8])=[CH:10][CH:11]=2)(=[O:17])=[O:16])=[CH:23][CH:24]=1. The catalyst class is: 4. (5) Reactant: [OH-].[K+:2].[O:3]=[C:4]([OH:16])[C@@H:5]([C@H:7]([C@@H:9]([C@@H:11]([C:13]([O-:15])=[O:14])[OH:12])[OH:10])[OH:8])[OH:6].[K+]. Product: [O:3]=[C:4]([O-:16])[C@@H:5]([C@H:7]([C@@H:9]([C@@H:11]([C:13]([O-:15])=[O:14])[OH:12])[OH:10])[OH:8])[OH:6].[K+:2].[K+:2]. The catalyst class is: 6.